The task is: Predict the reaction yield, written as a fraction of the theoretical maximum amount of product (1.0 means a 100% yield; for example, 0.34 means a 34% yield).. This data is from Reaction yield outcomes from USPTO patents with 853,638 reactions. The reactants are [C:1]1([C:7]2[CH:8]=[N:9][C:10](=O)[NH:11][N:12]=2)[CH:6]=[CH:5][CH:4]=[CH:3][CH:2]=1.CN(C=O)C.P(Cl)(Cl)([Cl:21])=O. The catalyst is C(Cl)(Cl)Cl. The product is [Cl:21][C:10]1[N:11]=[N:12][C:7]([C:1]2[CH:6]=[CH:5][CH:4]=[CH:3][CH:2]=2)=[CH:8][N:9]=1. The yield is 0.811.